Dataset: Peptide-MHC class II binding affinity with 134,281 pairs from IEDB. Task: Regression. Given a peptide amino acid sequence and an MHC pseudo amino acid sequence, predict their binding affinity value. This is MHC class II binding data. (1) The peptide sequence is YTYDRVDIYYNGNKMLFD. The MHC is DRB1_0101 with pseudo-sequence DRB1_0101. The binding affinity (normalized) is 0.257. (2) The peptide sequence is MRNVTLDLGGFSPEL. The MHC is DRB1_0101 with pseudo-sequence DRB1_0101. The binding affinity (normalized) is 0.572. (3) The peptide sequence is HTSVEADVDAALEVL. The MHC is HLA-DQA10501-DQB10301 with pseudo-sequence HLA-DQA10501-DQB10301. The binding affinity (normalized) is 0.255. (4) The peptide sequence is RQKIIYSGAVNLDDE. The MHC is DRB4_0101 with pseudo-sequence DRB4_0103. The binding affinity (normalized) is 0.266. (5) The peptide sequence is IFAIFRQDSSSTGWN. The MHC is DRB4_0101 with pseudo-sequence DRB4_0103. The binding affinity (normalized) is 0.686. (6) The MHC is DRB1_0901 with pseudo-sequence DRB1_0901. The binding affinity (normalized) is 0.608. The peptide sequence is AVPLRLLGGLHRMVL. (7) The peptide sequence is GQIGNDPNRDIL. The MHC is HLA-DQA10102-DQB10602 with pseudo-sequence HLA-DQA10102-DQB10602. The binding affinity (normalized) is 0. (8) The peptide sequence is AFALVLLFCALASSC. The MHC is DRB4_0101 with pseudo-sequence DRB4_0103. The binding affinity (normalized) is 0.0102. (9) The peptide sequence is QASPDLLRGLLSTFI. The MHC is HLA-DPA10201-DPB10101 with pseudo-sequence HLA-DPA10201-DPB10101. The binding affinity (normalized) is 0.193.